This data is from Forward reaction prediction with 1.9M reactions from USPTO patents (1976-2016). The task is: Predict the product of the given reaction. (1) Given the reactants [CH2:1]([O:5][CH2:6][CH2:7][O:8][C:9]1[CH:14]=[CH:13][C:12]([C:15]2[CH:16]=[CH:17][C:18]3[N:24]([CH2:25][CH:26]([CH3:28])[CH3:27])[CH2:23][CH2:22][C:21]([C:29]([NH:31][C:32]4[CH:37]=[CH:36][C:35]([S:38][CH2:39][C:40]5[N:44]([CH2:45][CH2:46][CH3:47])[CH:43]=[N:42][CH:41]=5)=[CH:34][CH:33]=4)=[O:30])=[CH:20][C:19]=3[CH:48]=2)=[CH:11][CH:10]=1)[CH2:2][CH2:3][CH3:4].ClC1C=CC=C(C(OO)=[O:57])C=1.CSC.O, predict the reaction product. The product is: [CH2:1]([O:5][CH2:6][CH2:7][O:8][C:9]1[CH:10]=[CH:11][C:12]([C:15]2[CH:16]=[CH:17][C:18]3[N:24]([CH2:25][CH:26]([CH3:27])[CH3:28])[CH2:23][CH2:22][C:21]([C:29]([NH:31][C:32]4[CH:33]=[CH:34][C:35]([S:38]([CH2:39][C:40]5[N:44]([CH2:45][CH2:46][CH3:47])[CH:43]=[N:42][CH:41]=5)=[O:57])=[CH:36][CH:37]=4)=[O:30])=[CH:20][C:19]=3[CH:48]=2)=[CH:13][CH:14]=1)[CH2:2][CH2:3][CH3:4]. (2) Given the reactants C[O:2][C:3]([C:5]1[CH:13]=[C:12]2[C:8]([C:9]([CH:32]3[CH2:37][CH2:36][CH2:35][CH2:34][CH2:33]3)=[C:10]([C:23]3[CH:28]=[CH:27][C:26]([NH2:29])=[C:25]([CH:30]=O)[CH:24]=3)[N:11]2[CH2:14][C:15]([N:17]2[CH2:22][CH2:21][O:20][CH2:19][CH2:18]2)=[O:16])=[CH:7][CH:6]=1)=[O:4].[Cl:38][C:39]1[CH:44]=[CH:43][CH:42]=[CH:41][C:40]=1[C:45](=O)[CH3:46], predict the reaction product. The product is: [Cl:38][C:39]1[CH:44]=[CH:43][CH:42]=[CH:41][C:40]=1[C:45]1[CH:46]=[CH:30][C:25]2[C:26](=[CH:27][CH:28]=[C:23]([C:10]3[N:11]([CH2:14][C:15]([N:17]4[CH2:18][CH2:19][O:20][CH2:21][CH2:22]4)=[O:16])[C:12]4[C:8]([C:9]=3[CH:32]3[CH2:37][CH2:36][CH2:35][CH2:34][CH2:33]3)=[CH:7][CH:6]=[C:5]([C:3]([OH:4])=[O:2])[CH:13]=4)[CH:24]=2)[N:29]=1. (3) The product is: [CH2:17]([O:16][C:8](=[O:15])[C:9]([C:10]([O:12][CH2:13][CH3:14])=[O:11])=[C:2]([C:1]([O:6][CH3:7])=[O:5])[CH3:4])[CH3:18]. Given the reactants [C:1]([O:6][CH3:7])(=[O:5])[C:2]([CH3:4])=O.[C:8]([O:16][CH2:17][CH3:18])(=[O:15])[CH2:9][C:10]([O:12][CH2:13][CH3:14])=[O:11].CCOCC, predict the reaction product. (4) Given the reactants [C:1]([O:5][C:6]([N:8]1[CH2:13][CH2:12][N:11]2[C:14]([CH2:18][CH3:19])=[N:15][C:16](I)=[C:10]2[CH:9]1[CH2:20][CH2:21][C:22]1[CH:27]=[CH:26][C:25]([C:28]([F:31])([F:30])[F:29])=[CH:24][CH:23]=1)=[O:7])([CH3:4])([CH3:3])[CH3:2].[Li]CCCC.[Cl:37]C(Cl)(Cl)C(Cl)(Cl)Cl, predict the reaction product. The product is: [C:1]([O:5][C:6]([N:8]1[CH2:13][CH2:12][N:11]2[C:14]([CH2:18][CH3:19])=[N:15][C:16]([Cl:37])=[C:10]2[CH:9]1[CH2:20][CH2:21][C:22]1[CH:27]=[CH:26][C:25]([C:28]([F:31])([F:30])[F:29])=[CH:24][CH:23]=1)=[O:7])([CH3:4])([CH3:3])[CH3:2].